From a dataset of Forward reaction prediction with 1.9M reactions from USPTO patents (1976-2016). Predict the product of the given reaction. (1) Given the reactants [C:1]([C:5]1[CH:9]=[C:8]([NH2:10])[N:7]([C:11]2[CH:16]=[CH:15][CH:14]=[CH:13][C:12]=2[CH3:17])[N:6]=1)([CH3:4])([CH3:3])[CH3:2].[Br:18]Br, predict the reaction product. The product is: [Br:18][C:9]1[C:5]([C:1]([CH3:4])([CH3:3])[CH3:2])=[N:6][N:7]([C:11]2[CH:16]=[CH:15][CH:14]=[CH:13][C:12]=2[CH3:17])[C:8]=1[NH2:10]. (2) The product is: [C:1]([O:5][C:6]([C:8]1[N:9]=[N:10][C:11]([N:24]=[N+:25]=[N-:26])=[CH:12][C:13]=1[NH:14][C:15]1[CH:20]=[CH:19][C:18]([Br:21])=[CH:17][C:16]=1[F:22])=[O:7])([CH3:4])([CH3:3])[CH3:2]. Given the reactants [C:1]([O:5][C:6]([C:8]1[N:9]=[N:10][C:11](Cl)=[CH:12][C:13]=1[NH:14][C:15]1[CH:20]=[CH:19][C:18]([Br:21])=[CH:17][C:16]=1[F:22])=[O:7])([CH3:4])([CH3:3])[CH3:2].[N-:24]=[N+:25]=[N-:26].[Na+], predict the reaction product. (3) Given the reactants [Br:1][C:2]1[C:3]([NH2:14])=[N:4][C:5]([N:9]2[CH:13]=[CH:12][CH:11]=[N:10]2)=[N:6][C:7]=1Cl.FC(F)(F)[CH2:17][O-:18].[Na+], predict the reaction product. The product is: [Br:1][C:2]1[C:3]([NH2:14])=[N:4][C:5]([N:9]2[CH:13]=[CH:12][CH:11]=[N:10]2)=[N:6][C:7]=1[O:18][CH3:17]. (4) Given the reactants Br[C:2]1[CH:7]=[CH:6][N:5]2[C:8]([C:11]([O:13][CH2:14][CH3:15])=[O:12])=[CH:9][N:10]=[C:4]2[CH:3]=1.CC1(C)C(C)(C)OB([C:24]2[CH2:29][CH2:28][N:27]([C:30]([O:32][C:33]([CH3:36])([CH3:35])[CH3:34])=[O:31])[CH2:26][CH:25]=2)O1.C([O-])([O-])=O.[K+].[K+], predict the reaction product. The product is: [C:33]([O:32][C:30]([N:27]1[CH2:26][CH:25]=[C:24]([C:2]2[CH:7]=[CH:6][N:5]3[C:8]([C:11]([O:13][CH2:14][CH3:15])=[O:12])=[CH:9][N:10]=[C:4]3[CH:3]=2)[CH2:29][CH2:28]1)=[O:31])([CH3:36])([CH3:34])[CH3:35].